This data is from Forward reaction prediction with 1.9M reactions from USPTO patents (1976-2016). The task is: Predict the product of the given reaction. (1) The product is: [Si:17]([O:7][C@@H:4]([CH:1]1[CH2:3][CH2:2]1)[CH:5]=[CH2:6])([C:20]([CH3:23])([CH3:22])[CH3:21])([CH3:19])[CH3:18]. Given the reactants [CH:1]1([CH:4]([OH:7])[CH:5]=[CH2:6])[CH2:3][CH2:2]1.N#N.CCN(CC)CC.[Si:17](OS(C(F)(F)F)(=O)=O)([C:20]([CH3:23])([CH3:22])[CH3:21])([CH3:19])[CH3:18], predict the reaction product. (2) The product is: [Cl:1][C:2]1[C:3]([F:11])=[C:4]([CH:8]=[CH:9][CH:10]=1)[C:5]([N:14]([O:15][CH3:16])[CH3:13])=[O:6]. Given the reactants [Cl:1][C:2]1[C:3]([F:11])=[C:4]([CH:8]=[CH:9][CH:10]=1)[C:5](O)=[O:6].Cl.[CH3:13][NH:14][O:15][CH3:16].C(Cl)(=O)C(Cl)=O, predict the reaction product. (3) Given the reactants [F:1][C:2]1[CH:10]=[CH:9][C:8]2[N:7]([CH2:11][C:12]([C:15]3[CH:20]=[CH:19][C:18]([F:21])=[CH:17][CH:16]=3)(O)[CH3:13])[C:6]3[CH2:22][CH2:23][N:24]([CH3:26])[CH2:25][C:5]=3[C:4]=2[CH:3]=1.S(=O)(=O)(O)O.[OH-].[K+], predict the reaction product. The product is: [F:1][C:2]1[CH:10]=[CH:9][C:8]2[N:7](/[CH:11]=[C:12](/[C:15]3[CH:20]=[CH:19][C:18]([F:21])=[CH:17][CH:16]=3)\[CH3:13])[C:6]3[CH2:22][CH2:23][N:24]([CH3:26])[CH2:25][C:5]=3[C:4]=2[CH:3]=1. (4) Given the reactants C[O:2][C:3]([C:5]1[NH:6][C:7]2[C:12]([CH:13]=1)=[C:11]([O:14][CH3:15])[CH:10]=[CH:9][CH:8]=2)=[O:4].[OH-].[K+], predict the reaction product. The product is: [CH3:15][O:14][C:11]1[CH:10]=[CH:9][CH:8]=[C:7]2[C:12]=1[CH:13]=[C:5]([C:3]([OH:4])=[O:2])[NH:6]2. (5) Given the reactants [CH2:1]([C:8]1([CH3:25])[C:16]2[C:11](=[CH:12][CH:13]=[C:14]([C:17]3[CH:22]=[CH:21][CH:20]=[C:19]([Cl:23])[CH:18]=3)[CH:15]=2)[NH:10][C:9]1=O)[C:2]1[CH:7]=[CH:6][CH:5]=[CH:4][CH:3]=1.COC1C=CC(P2(SP(C3C=CC(OC)=CC=3)(=S)S2)=[S:35])=CC=1, predict the reaction product. The product is: [CH2:1]([C:8]1([CH3:25])[C:16]2[C:11](=[CH:12][CH:13]=[C:14]([C:17]3[CH:22]=[CH:21][CH:20]=[C:19]([Cl:23])[CH:18]=3)[CH:15]=2)[NH:10][C:9]1=[S:35])[C:2]1[CH:7]=[CH:6][CH:5]=[CH:4][CH:3]=1.